Dataset: Full USPTO retrosynthesis dataset with 1.9M reactions from patents (1976-2016). Task: Predict the reactants needed to synthesize the given product. (1) Given the product [C:10]([O:14][C:15](=[O:50])[NH:16][CH:17]([C:25](=[O:49])[NH:26][CH:27]([CH2:39][C:40]1[CH:45]=[C:44]([F:46])[C:43]([F:47])=[CH:42][C:41]=1[F:48])[CH2:28][C:29]([N:31]1[CH2:35][CH2:34][CH2:33][CH:32]1[C:36]#[N:37])=[O:30])[CH2:18][C:19]1[CH:20]=[CH:21][CH:22]=[CH:23][CH:24]=1)([CH3:13])([CH3:11])[CH3:12], predict the reactants needed to synthesize it. The reactants are: ClCCl.N1C=CC=CC=1.[C:10]([O:14][C:15](=[O:50])[NH:16][CH:17]([C:25](=[O:49])[NH:26][CH:27]([CH2:39][C:40]1[CH:45]=[C:44]([F:46])[C:43]([F:47])=[CH:42][C:41]=1[F:48])[CH2:28][C:29]([N:31]1[CH2:35][CH2:34][CH2:33][CH:32]1[C:36](=O)[NH2:37])=[O:30])[CH2:18][C:19]1[CH:24]=[CH:23][CH:22]=[CH:21][CH:20]=1)([CH3:13])([CH3:12])[CH3:11].FC(F)(F)C(OC(=O)C(F)(F)F)=O. (2) Given the product [CH3:25][N:26]1[C:27](=[O:59])[C:28]([NH:41][C:42]2[CH:47]=[CH:46][C:45]([N:48]3[CH2:53][CH2:52][N:51]([CH:54]4[CH2:55][O:56][CH2:57]4)[CH2:50][C@@H:49]3[CH3:58])=[CH:44][N:43]=2)=[CH:29][C:30]([C:2]2[CH:7]=[CH:6][N:5]=[C:4]([N:8]3[C:20](=[O:21])[C:19]4[N:11]([C:12]5[C@H:13]6[CH2:22][C@@H:16]([C:17]=5[CH:18]=4)[CH2:15][CH2:14]6)[CH2:10][CH2:9]3)[C:3]=2[CH:23]=[O:24])=[CH:31]1, predict the reactants needed to synthesize it. The reactants are: Cl[C:2]1[CH:7]=[CH:6][N:5]=[C:4]([N:8]2[C:20](=[O:21])[C:19]3[N:11]([C:12]4[C@H:13]5[CH2:22][C@@H:16]([C:17]=4[CH:18]=3)[CH2:15][CH2:14]5)[CH2:10][CH2:9]2)[C:3]=1[CH:23]=[O:24].[CH3:25][N:26]1[CH:31]=[C:30](B2OC(C)(C)C(C)(C)O2)[CH:29]=[C:28]([NH:41][C:42]2[CH:47]=[CH:46][C:45]([N:48]3[CH2:53][CH2:52][N:51]([CH:54]4[CH2:57][O:56][CH2:55]4)[CH2:50][C@@H:49]3[CH3:58])=[CH:44][N:43]=2)[C:27]1=[O:59].C([O-])(=O)C.[Na+].C(#N)C.